This data is from Full USPTO retrosynthesis dataset with 1.9M reactions from patents (1976-2016). The task is: Predict the reactants needed to synthesize the given product. (1) Given the product [CH2:14]([S:11]([C:9]1[CH:8]=[CH:7][C:6]([F:16])=[C:5]([CH:10]=1)[C:4]([OH:17])=[O:3])(=[O:12])=[O:13])[CH3:15], predict the reactants needed to synthesize it. The reactants are: C([O:3][C:4](=[O:17])[C:5]1[CH:10]=[C:9]([S:11]([CH2:14][CH3:15])(=[O:13])=[O:12])[CH:8]=[CH:7][C:6]=1[F:16])C.[OH-].[Li+]. (2) Given the product [C:2]1([CH3:1])[CH:7]=[CH:6][CH:5]=[CH:4][C:3]=1[NH:8][C:9]1[N:14]2[N:15]=[CH:16][C:17]([C:18]([NH:46][S:43]([C:37]3[C:38]([CH3:42])=[N:39][N:40]([CH3:41])[C:36]=3[Cl:35])(=[O:45])=[O:44])=[O:20])=[C:13]2[N:12]=[CH:11][C:10]=1[C:21]([N:23]1[CH2:28][CH2:27][CH:26]([C:29]2[CH:30]=[CH:31][CH:32]=[CH:33][CH:34]=2)[CH2:25][CH2:24]1)=[O:22], predict the reactants needed to synthesize it. The reactants are: [CH3:1][C:2]1[CH:7]=[CH:6][CH:5]=[CH:4][C:3]=1[NH:8][C:9]1[N:14]2[N:15]=[CH:16][C:17]([C:18]([OH:20])=O)=[C:13]2[N:12]=[CH:11][C:10]=1[C:21]([N:23]1[CH2:28][CH2:27][CH:26]([C:29]2[CH:34]=[CH:33][CH:32]=[CH:31][CH:30]=2)[CH2:25][CH2:24]1)=[O:22].[Cl:35][C:36]1[N:40]([CH3:41])[N:39]=[C:38]([CH3:42])[C:37]=1[S:43]([NH2:46])(=[O:45])=[O:44]. (3) The reactants are: [ClH:1].ClC1C=C([N:9]2[CH:13]=[CH:12][C:11]([C:14]#[N:15])=[C:10]2[N:16]2[CH2:21][CH2:20][NH:19][CH2:18][CH2:17]2)C=CN=1.CN1[CH2:28][CH2:27]OCC1.[CH:29]([OH:31])=O.ClN1[N:38]=[C:37](OC)[CH:36]=[C:35](OC)N1. Given the product [Cl:1][C:28]1[CH:27]=[C:35]([C:13]2[NH:9][C:10]([N:16]3[CH2:17][CH2:18][N:19]([CH:29]=[O:31])[CH2:20][CH2:21]3)=[C:11]([C:14]#[N:15])[CH:12]=2)[CH:36]=[CH:37][N:38]=1, predict the reactants needed to synthesize it.